From a dataset of Full USPTO retrosynthesis dataset with 1.9M reactions from patents (1976-2016). Predict the reactants needed to synthesize the given product. (1) Given the product [Br:9][CH2:10][CH2:11][NH:5][C:4]1[CH:6]=[CH:7][CH:8]=[C:2]([Cl:1])[CH:3]=1, predict the reactants needed to synthesize it. The reactants are: [Cl:1][C:2]1[CH:3]=[C:4]([CH:6]=[CH:7][CH:8]=1)[NH2:5].[Br:9][CH2:10][CH2:11]Br. (2) Given the product [CH2:1]([O:3][C@H:12]1[CH2:13][CH2:14][C@H:15]([N:18]2[C:22](=[O:23])[C:21]3=[CH:24][CH:25]=[CH:26][CH:27]=[C:20]3[C:19]2=[O:28])[CH2:16][CH2:17]1)[CH3:2], predict the reactants needed to synthesize it. The reactants are: [CH:1](=[O:3])[CH3:2].[Si](O[C@H:12]1[CH2:17][CH2:16][C@H:15]([N:18]2[C:22](=[O:23])[C:21]3=[CH:24][CH:25]=[CH:26][CH:27]=[C:20]3[C:19]2=[O:28])[CH2:14][CH2:13]1)(C(C)(C)C)(C)C.[Bi](Br)(Br)Br.C([SiH](CC)CC)C. (3) Given the product [Br:1][C:2]1[N:6]2[N:7]=[C:8]([NH:13][NH2:14])[CH:9]=[CH:10][C:5]2=[N:4][CH:3]=1, predict the reactants needed to synthesize it. The reactants are: [Br:1][C:2]1[N:6]2[N:7]=[C:8](F)[CH:9]=[CH:10][C:5]2=[N:4][CH:3]=1.O.[NH2:13][NH2:14]. (4) The reactants are: [NH2:1][C:2]1[CH:7]=[CH:6][CH:5]=[CH:4][CH:3]=1.[OH:8][P:9]=[O:10]. Given the product [PH2:9]([O-:10])=[O:8].[NH3+:1][C:2]1[CH:7]=[CH:6][CH:5]=[CH:4][CH:3]=1, predict the reactants needed to synthesize it. (5) Given the product [C:13]1(/[CH:12]=[CH:11]/[C:2]2[CH:3]=[C:4]([N+:8]([O-:10])=[O:9])[CH:5]=[CH:6][CH:7]=2)[CH:18]=[CH:17][CH:16]=[CH:15][CH:14]=1, predict the reactants needed to synthesize it. The reactants are: Br[C:2]1[CH:3]=[C:4]([N+:8]([O-:10])=[O:9])[CH:5]=[CH:6][CH:7]=1.[CH2:11]=[CH:12][C:13]1[CH:18]=[CH:17][CH:16]=[CH:15][CH:14]=1.CC1C=CC=CC=1P(C1C=CC=CC=1C)C1C=CC=CC=1C.C(NC(C)C)(C)C. (6) Given the product [ClH:47].[ClH:47].[C:1]([C:5]1[N:10]=[C:9]([NH:11][CH2:12][CH2:13][CH2:14][O:15][CH3:16])[C:8]([C:17]([N:19]([C@H:20]2[CH2:25][C@@H:24]([C:26]([N:28]3[CH2:33][CH2:32][C:31]([OH:35])([CH3:34])[CH2:30][CH2:29]3)=[O:27])[CH2:23][NH:22][CH2:21]2)[CH2:43][CH:44]([CH3:46])[CH3:45])=[O:18])=[CH:7][N:6]=1)([CH3:2])([CH3:3])[CH3:4], predict the reactants needed to synthesize it. The reactants are: [C:1]([C:5]1[N:10]=[C:9]([NH:11][CH2:12][CH2:13][CH2:14][O:15][CH3:16])[C:8]([C:17]([N:19]([CH2:43][CH:44]([CH3:46])[CH3:45])[C@H:20]2[CH2:25][C@@H:24]([C:26]([N:28]3[CH2:33][CH2:32][C:31]([OH:35])([CH3:34])[CH2:30][CH2:29]3)=[O:27])[CH2:23][N:22](C(OC(C)(C)C)=O)[CH2:21]2)=[O:18])=[CH:7][N:6]=1)([CH3:4])([CH3:3])[CH3:2].[ClH:47].CO.